From a dataset of Reaction yield outcomes from USPTO patents with 853,638 reactions. Predict the reaction yield, written as a fraction of the theoretical maximum amount of product (1.0 means a 100% yield; for example, 0.34 means a 34% yield). (1) The reactants are [S:1]1[CH:5]=[C:4]([NH:6][C:7](=[O:13])[O:8][C:9]([CH3:12])([CH3:11])[CH3:10])[N:3]=[CH:2]1.C[Si](C)(C)[N-][Si](C)(C)C.[Li+].[F:24][C:25]1[CH:30]=[C:29]([F:31])[C:28]([F:32])=[CH:27][C:26]=1[S:33](Cl)(=[O:35])=[O:34]. The catalyst is O1CCCC1. The product is [S:1]1[CH:5]=[C:4]([N:6]([S:33]([C:26]2[CH:27]=[C:28]([F:32])[C:29]([F:31])=[CH:30][C:25]=2[F:24])(=[O:35])=[O:34])[C:7](=[O:13])[O:8][C:9]([CH3:10])([CH3:12])[CH3:11])[N:3]=[CH:2]1. The yield is 0.640. (2) The reactants are Br[C:2]1[CH:7]=[CH:6][C:5]([F:8])=[C:4]([F:9])[CH:3]=1.[Mg].II.[C:13]([N:20]1[CH2:24][CH2:23][C:22](=[O:25])[CH2:21]1)([O:15][C:16]([CH3:19])([CH3:18])[CH3:17])=[O:14]. The catalyst is O1CCCC1. The product is [F:9][C:4]1[CH:3]=[C:2]([C:22]2([OH:25])[CH2:23][CH2:24][N:20]([C:13]([O:15][C:16]([CH3:18])([CH3:17])[CH3:19])=[O:14])[CH2:21]2)[CH:7]=[CH:6][C:5]=1[F:8]. The yield is 0.430. (3) The reactants are [F:1][C:2]([F:15])([F:14])[S:3]([O:6]S(C(F)(F)F)(=O)=O)(=[O:5])=[O:4].C(N(CC)CC)C.[N:23]1[CH:28]=[CH:27][CH:26]=[CH:25][C:24]=1[C:29]1[N:33]=[C:32]([C:34]2[CH:39]=[C:38](O)[CH:37]=[C:36]([C:41]#[N:42])[CH:35]=2)[O:31][N:30]=1. The catalyst is ClCCl. The product is [N:23]1[CH:28]=[CH:27][CH:26]=[CH:25][C:24]=1[C:29]1[N:33]=[C:32]([C:34]2[CH:39]=[C:38]([O:6][S:3]([C:2]([F:15])([F:14])[F:1])(=[O:5])=[O:4])[CH:37]=[C:36]([C:41]#[N:42])[CH:35]=2)[O:31][N:30]=1. The yield is 0.250. (4) The reactants are C([N:8]1[C:13](=[O:14])[C:12]([C:15]2[CH:20]=[CH:19][N:18]=[CH:17][CH:16]=2)=[C:11]([C:21]2[CH:26]=[CH:25][C:24]([F:27])=[CH:23][CH:22]=2)[CH:10]=[N:9]1)C1C=CC=CC=1.[Cl-].[Al+3].[Cl-].[Cl-].O. The catalyst is C1(C)C=CC=CC=1. The product is [F:27][C:24]1[CH:23]=[CH:22][C:21]([C:11]2[CH:10]=[N:9][NH:8][C:13](=[O:14])[C:12]=2[C:15]2[CH:16]=[CH:17][N:18]=[CH:19][CH:20]=2)=[CH:26][CH:25]=1. The yield is 0.700. (5) The reactants are [S:1]1[CH2:5][CH2:4][N:3]=[C:2]1[NH:6][C:7]([C:9]1[CH:10]=[C:11](B(O)O)[CH:12]=[CH:13][CH:14]=1)=[O:8].I[C:19]1[C:27]2[C:22](=[N:23][CH:24]=[N:25][C:26]=2[NH2:28])[N:21]([CH:29]([CH3:31])[CH3:30])[N:20]=1.C([O-])([O-])=O.[Na+].[Na+]. The catalyst is CCO.COCCOC.C1C=CC([P]([Pd]([P](C2C=CC=CC=2)(C2C=CC=CC=2)C2C=CC=CC=2)([P](C2C=CC=CC=2)(C2C=CC=CC=2)C2C=CC=CC=2)[P](C2C=CC=CC=2)(C2C=CC=CC=2)C2C=CC=CC=2)(C2C=CC=CC=2)C2C=CC=CC=2)=CC=1. The product is [NH2:28][C:26]1[N:25]=[CH:24][N:23]=[C:22]2[N:21]([CH:29]([CH3:31])[CH3:30])[N:20]=[C:19]([C:11]3[CH:10]=[C:9]([CH:14]=[CH:13][CH:12]=3)[C:7]([NH:6][C:2]3[S:1][CH2:5][CH2:4][N:3]=3)=[O:8])[C:27]=12. The yield is 0.670.